This data is from Forward reaction prediction with 1.9M reactions from USPTO patents (1976-2016). The task is: Predict the product of the given reaction. (1) Given the reactants [CH3:1][O:2][C:3]([C:5]1[S:6][C:7]([C:13](=[O:30])[CH2:14][C:15]([C:21]2[CH:26]=[C:25]([Cl:27])[C:24]([F:28])=[C:23]([Cl:29])[CH:22]=2)(O)[C:16]([F:19])([F:18])[F:17])=[C:8]2[CH2:12][CH2:11][CH2:10][C:9]=12)=[O:4].O=S(Cl)Cl.N1C=CC=CC=1, predict the reaction product. The product is: [CH3:1][O:2][C:3]([C:5]1[S:6][C:7]([C:13](=[O:30])[CH:14]=[C:15]([C:21]2[CH:26]=[C:25]([Cl:27])[C:24]([F:28])=[C:23]([Cl:29])[CH:22]=2)[C:16]([F:19])([F:18])[F:17])=[C:8]2[CH2:12][CH2:11][CH2:10][C:9]=12)=[O:4]. (2) Given the reactants [ClH:1].C(O[C:7]([N:9]1[CH2:14][CH2:13][N:12](C)[CH2:11][CH:10]1[C:16]1[O:20][N:19]=[C:18]([C:21]2[CH:26]=[CH:25][C:24]([F:27])=[CH:23][CH:22]=2)[N:17]=1)=O)(C)(C)C, predict the reaction product. The product is: [ClH:1].[ClH:1].[F:27][C:24]1[CH:25]=[CH:26][C:21]([C:18]2[N:17]=[C:16]([CH:10]3[CH2:11][NH:12][CH2:13][CH2:14][N:9]3[CH3:7])[O:20][N:19]=2)=[CH:22][CH:23]=1. (3) Given the reactants [F:1][C:2]1[CH:3]=[C:4]([C:8]2[C@:9]3([CH2:25][CH2:24][C@H:23]4[C@@H:14]([CH2:15][CH2:16][C:17]5[CH:18]=[C:19]([C:26](O)=[O:27])[CH:20]=[CH:21][C:22]=54)[C@@H:11]3[CH2:12][CH:13]=2)[CH3:10])[CH:5]=[N:6][CH:7]=1.Cl.[NH2:30][C@H:31]1[CH2:35][CH2:34][CH2:33][C@H:32]1[C:36]([O:38]CC)=[O:37], predict the reaction product. The product is: [F:1][C:2]1[CH:3]=[C:4]([C:8]2[C@:9]3([CH2:25][CH2:24][C@H:23]4[C@@H:14]([CH2:15][CH2:16][C:17]5[CH:18]=[C:19]([C:26]([NH:30][C@H:31]6[CH2:35][CH2:34][CH2:33][C@H:32]6[C:36]([OH:38])=[O:37])=[O:27])[CH:20]=[CH:21][C:22]=54)[C@@H:11]3[CH2:12][CH:13]=2)[CH3:10])[CH:5]=[N:6][CH:7]=1.